From a dataset of Reaction yield outcomes from USPTO patents with 853,638 reactions. Predict the reaction yield, written as a fraction of the theoretical maximum amount of product (1.0 means a 100% yield; for example, 0.34 means a 34% yield). (1) The reactants are C([N-]C(C)C)(C)C.[Li+].[Cl:9][C:10]1[CH:11]=[C:12]([C:16]2[CH:24]=[CH:23][CH:22]=[C:21]3[C:17]=2[CH2:18][CH2:19][C:20]3=[O:25])[CH:13]=[CH:14][CH:15]=1.Br[CH2:27][C:28]1[CH:37]=[CH:36][C:31]([C:32]([O:34][CH3:35])=[O:33])=[CH:30][CH:29]=1. The catalyst is C1COCC1. The product is [Cl:9][C:10]1[CH:11]=[C:12]([C:16]2[CH:24]=[CH:23][CH:22]=[C:21]3[C:17]=2[CH2:18][CH:19]([CH2:27][C:28]2[CH:37]=[CH:36][C:31]([C:32]([O:34][CH3:35])=[O:33])=[CH:30][CH:29]=2)[C:20]3=[O:25])[CH:13]=[CH:14][CH:15]=1. The yield is 0.0500. (2) The reactants are C[Si](C)(C)CCOC[N:7]1[C:11]2[N:12]=[CH:13][N:14]=[C:15]([C:16]3[CH:17]=[N:18][N:19]([C@@H:21]([CH3:25])[CH2:22][C:23]#[N:24])[CH:20]=3)[C:10]=2[CH:9]=[CH:8]1.C(#N)C.F[B-](F)(F)F.[Li+].[OH-].[NH4+]. The catalyst is O. The product is [N:12]1[C:11]2[NH:7][CH:8]=[CH:9][C:10]=2[C:15]([C:16]2[CH:17]=[N:18][N:19]([C@@H:21]([CH3:25])[CH2:22][C:23]#[N:24])[CH:20]=2)=[N:14][CH:13]=1. The yield is 0.790. (3) The reactants are [CH3:1][O:2][CH2:3][CH:4]([NH:6][C:7]([C:9]1[CH:10]=[C:11]([C:16]2[CH:21]=[CH:20][C:19]([CH3:22])=[CH:18][CH:17]=2)[CH:12]=[C:13](N)[CH:14]=1)=[O:8])[CH3:5].N(OCCC(C)C)=O.[I:31]CI. No catalyst specified. The product is [CH3:1][O:2][CH2:3][CH:4]([NH:6][C:7]([C:9]1[CH:10]=[C:11]([C:16]2[CH:21]=[CH:20][C:19]([CH3:22])=[CH:18][CH:17]=2)[CH:12]=[C:13]([I:31])[CH:14]=1)=[O:8])[CH3:5]. The yield is 0.838. (4) No catalyst specified. The reactants are [CH2:1]([N:8]1[C:13](=[O:14])[CH2:12][NH:11][C:10]2[N:15]=[CH:16][C:17](I)=[CH:18][C:9]1=2)[C:2]1[CH:7]=[CH:6][CH:5]=[CH:4][CH:3]=1.[C:20]([C:23]1[CH:28]=[CH:27][C:26](B(O)O)=[CH:25][CH:24]=1)(=[O:22])[NH2:21]. The product is [CH2:1]([N:8]1[C:13](=[O:14])[CH2:12][NH:11][C:10]2[N:15]=[CH:16][C:17]([C:26]3[CH:27]=[CH:28][C:23]([C:20]([NH2:21])=[O:22])=[CH:24][CH:25]=3)=[CH:18][C:9]1=2)[C:2]1[CH:7]=[CH:6][CH:5]=[CH:4][CH:3]=1. The yield is 0.240.